Dataset: Reaction yield outcomes from USPTO patents with 853,638 reactions. Task: Predict the reaction yield, written as a fraction of the theoretical maximum amount of product (1.0 means a 100% yield; for example, 0.34 means a 34% yield). (1) The reactants are [CH3:1][NH:2][C:3]1[N:4]=[C:5]([NH:19][CH2:20][CH2:21][CH3:22])[C:6]2[N:12]=[C:11]([NH:13][CH3:14])[N:10]=[C:9]([NH:15][CH2:16][C:17]#[CH:18])[C:7]=2[N:8]=1.[ClH:23].C(OCC)C.Cl.CNC1N=C(NCCC)C2N=C(NC)N=C(NCCC)C=2N=1. The catalyst is C(Cl)Cl.CO. The product is [ClH:23].[CH3:14][NH:13][C:11]1[N:10]=[C:9]([NH:15][CH2:16][CH2:17][CH3:18])[C:7]2[N:8]=[C:3]([NH:2][CH3:1])[N:4]=[C:5]([NH:19][CH2:20][C:21]#[CH:22])[C:6]=2[N:12]=1. The yield is 1.00. (2) The reactants are CO.[CH3:3][O:4][C:5]1[CH:10]=[CH:9][CH:8]=[C:7]([O:11][CH3:12])[C:6]=1[C:13]1[C:21]2[C:16](=[N:17][CH:18]=[C:19]([C:22]3[CH:23]=[C:24]([C:28]([N:30]4[CH2:35][CH2:34][O:33][CH2:32][CH2:31]4)=[O:29])[CH:25]=[CH:26][CH:27]=3)[CH:20]=2)[N:15](S(C2C=CC(C)=CC=2)(=O)=O)[CH:14]=1.[OH-].[K+]. The catalyst is O. The product is [CH3:3][O:4][C:5]1[CH:10]=[CH:9][CH:8]=[C:7]([O:11][CH3:12])[C:6]=1[C:13]1[C:21]2[C:16](=[N:17][CH:18]=[C:19]([C:22]3[CH:23]=[C:24]([C:28]([N:30]4[CH2:31][CH2:32][O:33][CH2:34][CH2:35]4)=[O:29])[CH:25]=[CH:26][CH:27]=3)[CH:20]=2)[NH:15][CH:14]=1. The yield is 0.310. (3) The reactants are [NH2:1][C:2]1[C:10]2[C:5](=[CH:6][C:7]([O:11][C:12]3[C:21]4[CH2:20][N:19](CC5C=CC(OC)=CC=5)[C:18](=[O:31])[NH:17][C:16]=4[N:15]=[CH:14][CH:13]=3)=[CH:8][CH:9]=2)[N:4]([CH3:32])[N:3]=1. The catalyst is FC(F)(F)C(O)=O. The product is [NH2:1][C:2]1[C:10]2[C:5](=[CH:6][C:7]([O:11][C:12]3[C:21]4[CH2:20][NH:19][C:18](=[O:31])[NH:17][C:16]=4[N:15]=[CH:14][CH:13]=3)=[CH:8][CH:9]=2)[N:4]([CH3:32])[N:3]=1. The yield is 0.690. (4) The catalyst is COCCOC. The yield is 0.260. The product is [S:20]1[C:24]([C:2]2[C:10]3[C:5](=[CH:6][CH:7]=[C:8]([C:11]([NH2:13])=[O:12])[CH:9]=3)[N:4]([CH:14]3[CH2:19][CH2:18][CH2:17][CH2:16][O:15]3)[N:3]=2)=[CH:23][C:22]2[CH:28]=[CH:29][CH:30]=[CH:31][C:21]1=2. The reactants are Br[C:2]1[C:10]2[C:5](=[CH:6][CH:7]=[C:8]([C:11]([NH2:13])=[O:12])[CH:9]=2)[N:4]([CH:14]2[CH2:19][CH2:18][CH2:17][CH2:16][O:15]2)[N:3]=1.[S:20]1[C:24](B(O)O)=[CH:23][C:22]2[CH:28]=[CH:29][CH:30]=[CH:31][C:21]1=2.ClCCl.P([O-])([O-])([O-])=O.[K+].[K+].[K+]. (5) The reactants are C([N:8]1[C:13](=[O:14])[C:12]([C:15]([OH:17])=[O:16])=[CH:11][C:10]2[CH:18]([CH3:27])[O:19][C:20]3[CH:21]=[C:22](Cl)[CH:23]=[CH:24][C:25]=3[C:9]1=2)C1C=CC=CC=1. The catalyst is CO.CC(O)=O.[OH-].[OH-].[Pd+2]. The product is [CH3:27][CH:18]1[C:10]2[CH:11]=[C:12]([C:15]([OH:17])=[O:16])[C:13](=[O:14])[NH:8][C:9]=2[C:25]2[CH:24]=[CH:23][CH:22]=[CH:21][C:20]=2[O:19]1. The yield is 0.320. (6) The reactants are [O:1]1[CH2:6][CH2:5][N:4]([C:7]2[CH:13]=[CH:12][C:10]([NH2:11])=[CH:9][CH:8]=2)[CH2:3][CH2:2]1.Cl[C:15]1[N:16]=[C:17]([OH:34])[C:18]2[CH:24]=[CH:23][N:22]=[C:21]([C:25]3[CH:30]=[CH:29][CH:28]=[C:27]([N+:31]([O-:33])=[O:32])[CH:26]=3)[C:19]=2[N:20]=1.C(O)(C(F)(F)F)=O. The catalyst is CCCCO. The product is [O:1]1[CH2:2][CH2:3][N:4]([C:7]2[CH:13]=[CH:12][C:10]([NH:11][C:15]3[N:16]=[C:17]([OH:34])[C:18]4[CH:24]=[CH:23][N:22]=[C:21]([C:25]5[CH:30]=[CH:29][CH:28]=[C:27]([N+:31]([O-:33])=[O:32])[CH:26]=5)[C:19]=4[N:20]=3)=[CH:9][CH:8]=2)[CH2:5][CH2:6]1. The yield is 0.650. (7) The product is [CH3:13][C:15]1([C:16]([O:18][CH2:19][CH3:20])=[O:17])[CH2:7][O:6][C:5](=[O:11])[O:4][CH2:2]1. The yield is 0.560. The reactants are Cl[C:2](Cl)([O:4][C:5](=[O:11])[O:6][C:7](Cl)(Cl)Cl)Cl.[CH2:13]([C:15](CO)(C)[C:16]([O:18][CH2:19][CH3:20])=[O:17])O.N1C=CC=CC=1.C(=O)=O.CC(C)=O.[NH4+].[Cl-].Cl.C([O-])(O)=O.[Na+]. The catalyst is C(Cl)Cl.[Cl-].[Na+].O.O. (8) The reactants are [Br-].[CH2:2]([O:4][C:5](=[O:10])[CH2:6][CH2:7][CH2:8][Zn+])[CH3:3].Br[C:12]1[CH:17]=[CH:16][CH:15]=[CH:14][N:13]=1.O.Cl. The catalyst is C1COCC1.C1C=CC([P]([Pd]([P](C2C=CC=CC=2)(C2C=CC=CC=2)C2C=CC=CC=2)([P](C2C=CC=CC=2)(C2C=CC=CC=2)C2C=CC=CC=2)[P](C2C=CC=CC=2)(C2C=CC=CC=2)C2C=CC=CC=2)(C2C=CC=CC=2)C2C=CC=CC=2)=CC=1. The product is [N:13]1[CH:14]=[CH:15][CH:16]=[CH:17][C:12]=1[CH2:8][CH2:7][CH2:6][C:5]([O:4][CH2:2][CH3:3])=[O:10]. The yield is 0.740. (9) The reactants are Cl.Cl[CH2:3][C:4]1[C:5]([O:21][CH3:22])=[N:6][C:7]([NH:10][C:11]2[CH:16]=[CH:15][C:14]([O:17][CH:18]([F:20])[F:19])=[CH:13][CH:12]=2)=[N:8][CH:9]=1.[OH:23][C:24]1[CH:25]=[C:26]2[C:31](=[CH:32][CH:33]=1)[NH:30][C:29](=[O:34])[CH:28]=[CH:27]2.C([O-])([O-])=O.[Cs+].[Cs+]. The catalyst is CN(C=O)C.O. The product is [F:19][CH:18]([F:20])[O:17][C:14]1[CH:15]=[CH:16][C:11]([NH:10][C:7]2[N:6]=[C:5]([O:21][CH3:22])[C:4]([CH2:3][O:23][C:24]3[CH:25]=[C:26]4[C:31](=[CH:32][CH:33]=3)[NH:30][C:29](=[O:34])[CH:28]=[CH:27]4)=[CH:9][N:8]=2)=[CH:12][CH:13]=1. The yield is 0.450.